From a dataset of Forward reaction prediction with 1.9M reactions from USPTO patents (1976-2016). Predict the product of the given reaction. (1) Given the reactants [Cl:1][C:2]1[CH:10]=[C:9]2[C:5]([C:6]([C:11]([N:13]3[CH2:18][CH2:17][C:16]4([C:22]5[CH:23]=[CH:24][CH:25]=[CH:26][C:21]=5[CH2:20][O:19]4)[CH2:15][CH2:14]3)=[O:12])=[CH:7][NH:8]2)=[CH:4][CH:3]=1.[CH3:27][C:28]1[O:32][N:31]=[C:30]([CH2:33]OS(C)(=O)=O)[CH:29]=1, predict the reaction product. The product is: [Cl:1][C:2]1[CH:10]=[C:9]2[C:5]([C:6]([C:11]([N:13]3[CH2:18][CH2:17][C:16]4([C:22]5[CH:23]=[CH:24][CH:25]=[CH:26][C:21]=5[CH2:20][O:19]4)[CH2:15][CH2:14]3)=[O:12])=[CH:7][N:8]2[CH2:33][C:30]2[CH:29]=[C:28]([CH3:27])[O:32][N:31]=2)=[CH:4][CH:3]=1. (2) Given the reactants C(OC([N:8](C(OC(C)(C)C)=O)[C@@H:9]([C:23]([OH:25])=O)[CH2:10][CH2:11][C@@H:12]([C:15]1[CH:20]=[CH:19][CH:18]=[C:17]([F:21])[C:16]=1[F:22])[CH2:13][NH2:14])=O)(C)(C)C.ClCC(C)(O)C.C(N(C(C)C)CC)(C)C.C(Cl)CCl.[CH:52]1[CH:57]=[N:56][C:55]2N(O)N=N[C:54]=2[CH:53]=1.C([O-])(O)=O.[Na+], predict the reaction product. The product is: [NH2:8][C@@H:9]1[CH2:10][CH2:11][C@@H:12]([C:15]2[CH:20]=[CH:19][CH:18]=[C:17]([F:21])[C:16]=2[F:22])[CH2:13][N:14]([C:53]2[CH:52]=[CH:57][N:56]=[CH:55][CH:54]=2)[C:23]1=[O:25]. (3) The product is: [CH3:7][O:8][C:9]([C@H:11]1[CH2:12][CH2:13][C@H:14]([N:17]([CH3:1])[S:18]([C:21]2[CH:22]=[C:23]([CH:34]=[CH:35][CH:36]=2)[C:24]([O:26][CH2:27][C:28]2[CH:29]=[CH:30][CH:31]=[CH:32][CH:33]=2)=[O:25])(=[O:20])=[O:19])[CH2:15][CH2:16]1)=[O:10]. Given the reactants [C:1](=O)([O-])[O-].[K+].[K+].[CH3:7][O:8][C:9]([C@H:11]1[CH2:16][CH2:15][C@H:14]([NH:17][S:18]([C:21]2[CH:22]=[C:23]([CH:34]=[CH:35][CH:36]=2)[C:24]([O:26][CH2:27][C:28]2[CH:33]=[CH:32][CH:31]=[CH:30][CH:29]=2)=[O:25])(=[O:20])=[O:19])[CH2:13][CH2:12]1)=[O:10].IC, predict the reaction product. (4) The product is: [C:27]([C:24]1[CH:23]=[CH:22][C:21]([CH:9]([O:10][C:11]2[CH:16]=[CH:15][C:14]([O:17][CH3:18])=[C:13]([O:19][CH3:20])[CH:12]=2)[CH2:8][CH2:7][CH2:6][N:35]2[CH2:34][CH:33]3[CH2:29][N:30]([C:37]([O:39][C:40]([CH3:43])([CH3:42])[CH3:41])=[O:38])[CH2:31][CH:32]3[CH2:36]2)=[CH:26][CH:25]=1)#[N:28]. Given the reactants CS(O[CH2:6][CH2:7][CH2:8][CH:9]([C:21]1[CH:26]=[CH:25][C:24]([C:27]#[N:28])=[CH:23][CH:22]=1)[O:10][C:11]1[CH:16]=[CH:15][C:14]([O:17][CH3:18])=[C:13]([O:19][CH3:20])[CH:12]=1)(=O)=O.[CH2:29]1[CH:33]2[CH2:34][NH:35][CH2:36][CH:32]2[CH2:31][N:30]1[C:37]([O:39][C:40]([CH3:43])([CH3:42])[CH3:41])=[O:38].C([O-])([O-])=O.[Cs+].[Cs+], predict the reaction product. (5) Given the reactants [NH:1]1[C:9]2[C:4](=[CH:5][C:6]([C:10]3[N:11]=[C:12]4[C:18]([C:19](=[O:24])[C:20]([CH3:23])([CH3:22])[CH3:21])=[CH:17][N:16]([CH2:25][O:26][CH2:27][CH2:28][Si:29]([CH3:32])([CH3:31])[CH3:30])[C:13]4=[N:14][CH:15]=3)=[CH:7][CH:8]=2)[CH:3]=[CH:2]1.C[Si]([N-][Si](C)(C)C)(C)C.[Na+].Cl.Cl[CH2:45][C:46]1[CH:51]=[CH:50][CH:49]=[CH:48][N:47]=1.C(=O)(O)[O-].[Na+], predict the reaction product. The product is: [CH3:21][C:20]([CH3:23])([CH3:22])[C:19]([C:18]1[C:12]2[C:13](=[N:14][CH:15]=[C:10]([C:6]3[CH:5]=[C:4]4[C:9](=[CH:8][CH:7]=3)[N:1]([CH2:45][C:46]3[CH:51]=[CH:50][CH:49]=[CH:48][N:47]=3)[CH:2]=[CH:3]4)[N:11]=2)[N:16]([CH2:25][O:26][CH2:27][CH2:28][Si:29]([CH3:31])([CH3:30])[CH3:32])[CH:17]=1)=[O:24]. (6) Given the reactants O1[C:10]2[CH:9]=[CH:8][CH:7]=[C:6]3[CH:11]([N:14]4[CH2:19][CH2:18][CH:17]([N:20]5[C:24]6[CH:25]=[CH:26][CH:27]=[CH:28][C:23]=6[NH:22][C:21]5=[O:29])[CH2:16][CH2:15]4)[CH2:12][CH2:13][CH:4]([C:5]=23)[CH2:3][CH2:2]1.C1C2=C3C(=CC=C2)C(N)CCC3C1, predict the reaction product. The product is: [CH2:2]1[C:10]2=[C:5]3[C:6](=[CH:7][CH:8]=[CH:9]2)[CH:11]([N:14]2[CH2:19][CH2:18][CH:17]([N:20]4[C:24]5[CH:25]=[CH:26][CH:27]=[CH:28][C:23]=5[NH:22][C:21]4=[O:29])[CH2:16][CH2:15]2)[CH2:12][CH2:13][CH:4]3[CH2:3]1. (7) Given the reactants [CH3:1][Mg]Cl.C(OC(=O)[C:8]([F:27])([F:26])[C@@:9]([C:18]1[C:23]([F:24])=[CH:22][CH:21]=[C:20]([Br:25])[N:19]=1)([NH:11][S@@:12]([C:14]([CH3:17])([CH3:16])[CH3:15])=[O:13])[CH3:10])C.[CH2:29]1[CH2:33][O:32]CC1, predict the reaction product. The product is: [Br:25][C:20]1[N:19]=[C:18]([C@:9]([NH:11][S@@:12]([C:14]([CH3:16])([CH3:15])[CH3:17])=[O:13])([CH3:10])[C:8]([F:26])([F:27])[C:33]([OH:32])([CH3:29])[CH3:1])[C:23]([F:24])=[CH:22][CH:21]=1. (8) Given the reactants [CH2:1]([S:3](Cl)(=[O:5])=[O:4])[CH3:2].Cl.[CH3:8][N:9]1[CH2:14][CH2:13][N:12]([C:15]2[CH:20]=[C:19]([C:21]3[CH:30]=[C:29]4[C:24]([CH2:25][CH2:26][N:27]([C:31](=[O:39])[CH2:32][CH:33]5[CH2:38][CH2:37][NH:36][CH2:35][CH2:34]5)[CH2:28]4)=[CH:23][CH:22]=3)[N:18]=[C:17]([NH2:40])[N:16]=2)[CH2:11][CH2:10]1, predict the reaction product. The product is: [CH2:1]([S:3]([N:36]1[CH2:35][CH2:34][CH:33]([CH2:32][C:31]([N:27]2[CH2:26][CH2:25][C:24]3[C:29](=[CH:30][C:21]([C:19]4[CH:20]=[C:15]([N:12]5[CH2:13][CH2:14][N:9]([CH3:8])[CH2:10][CH2:11]5)[N:16]=[C:17]([NH2:40])[N:18]=4)=[CH:22][CH:23]=3)[CH2:28]2)=[O:39])[CH2:38][CH2:37]1)(=[O:5])=[O:4])[CH3:2].